Dataset: Catalyst prediction with 721,799 reactions and 888 catalyst types from USPTO. Task: Predict which catalyst facilitates the given reaction. (1) Reactant: [Cl:1][C:2]1[N:3]=[CH:4][C:5]2[S:10][CH:9]=[C:8]([C:11](Cl)=[O:12])[C:6]=2[N:7]=1.[CH2:14]([C:16]1[CH:17]=[C:18]([NH2:26])[CH:19]=[C:20]2[C:25]=1[N:24]=[CH:23][CH:22]=[CH:21]2)[CH3:15].N1C=CC=CC=1. Product: [Cl:1][C:2]1[N:3]=[CH:4][C:5]2[S:10][CH:9]=[C:8]([C:11]([NH:26][C:18]3[CH:19]=[C:20]4[C:25](=[C:16]([CH2:14][CH3:15])[CH:17]=3)[N:24]=[CH:23][CH:22]=[CH:21]4)=[O:12])[C:6]=2[N:7]=1. The catalyst class is: 91. (2) Reactant: [BH4-].[Na+].[C:3]1([S:9]([N:12]2[C:20]3[C:15](=[CH:16][C:17]([C:21](=O)[CH3:22])=[CH:18][CH:19]=3)[CH2:14][CH2:13]2)(=[O:11])=[O:10])[CH:8]=[CH:7][CH:6]=[CH:5][CH:4]=1.O.[OH-].[Na+]. Product: [CH2:21]([C:17]1[CH:16]=[C:15]2[C:20](=[CH:19][CH:18]=1)[N:12]([S:9]([C:3]1[CH:8]=[CH:7][CH:6]=[CH:5][CH:4]=1)(=[O:11])=[O:10])[CH2:13][CH2:14]2)[CH3:22]. The catalyst class is: 67. (3) Reactant: [CH:1]1[C:10]2[N:9]3[CH:11]=[CH:12][CH:13]=[C:8]3[C:7]3([CH2:18][CH2:17][N:16](C(OCC4C=CC=CC=4)=O)[CH2:15][CH2:14]3)[O:6][C:5]=2[N:4]=[CH:3][CH:2]=1.CC(O)=O. Product: [CH:1]1[C:10]2[N:9]3[CH:11]=[CH:12][CH:13]=[C:8]3[C:7]3([CH2:18][CH2:17][NH:16][CH2:15][CH2:14]3)[O:6][C:5]=2[N:4]=[CH:3][CH:2]=1. The catalyst class is: 19. (4) Reactant: [F:1][C:2]1[C:11]2[C:6](=[CH:7][CH:8]=[CH:9][CH:10]=2)[C:5]([CH:12]=O)=[CH:4][CH:3]=1.[CH3:14][C:15]1[N:16]=[C:17]([CH2:20][C:21]([CH3:23])=O)[S:18][CH:19]=1.[NH2:24]/[C:25](/[CH3:29])=[CH:26]\[C:27]#[N:28]. Product: [F:1][C:2]1[C:11]2[C:6](=[CH:7][CH:8]=[CH:9][CH:10]=2)[C:5]([CH:12]2[C:20]([C:17]3[S:18][CH:19]=[C:15]([CH3:14])[N:16]=3)=[C:21]([CH3:23])[NH:24][C:25]([CH3:29])=[C:26]2[C:27]#[N:28])=[CH:4][CH:3]=1. The catalyst class is: 32.